This data is from Drug-target binding data from BindingDB using IC50 measurements. The task is: Regression. Given a target protein amino acid sequence and a drug SMILES string, predict the binding affinity score between them. We predict pIC50 (pIC50 = -log10(IC50 in M); higher means more potent). Dataset: bindingdb_ic50. (1) The small molecule is [NH2+]=c1ccn(Cc2cccc(-c3cccc(Cn4ccc(=[NH2+])c5ccccc54)c3)c2)c2ccccc12. The target protein (P70604) has sequence MSSCRYNGGVMRPLSNLSSSRRNLHEMDSEAQPLQPPASVVGGGGGASSPSAAAAASSSAPEIVVSKPEHNNSNNLALYGTGGGGSTGGGGGGGGGGGGSGHGSSSGTKSSKKKNQNIGYKLGHRRALFEKRKRLSDYALIFGMFGIVVMVIETELSWGAYDKASLYSLALKCLISLSTIILLGLIIVYHAREIQLFMVDNGADDWRIAMTYERIFFICLEILVCAIHPIPGNYTFTWTARLAFSYAPSTTTADVDIILSIPMFLRLYLIARVMLLHSKLFTDASSRSIGALNKINFNTRFVMKTLMTICPGTVLLVFSISLWIIAAWTVRACERYHDQQDVTSNFLGAMWLISITFLSIGYGDMVPNTYCGKGVCLLTGIMGAGCTALVVAVVARKLELTKAEKHVHNFMMDTQLTKRVKNAAANVLRETWLIYKNTKLVKKIDHAKVRKHQRKFLQAIHQLRSVKMEQRKLNDQANTLVDLAKTQNIMYDMISDLNER.... The pIC50 is 6.5. (2) The compound is O=C1CCCC2=C1C(c1ccncc1Br)N=C(Nc1nc3ccccc3o1)N2. The target protein (P51570) has sequence MAALRQPQVAELLAEARRAFREEFGAEPELAVSAPGRVNLIGEHTDYNQGLVLPMALELMTVLVGSPRKDGLVSLLTTSEGADEPQRLQFPLPTAQRSLEPGTPRWANYVKGVIQYYPAAPLPGFSAVVVSSVPLGGGLSSSASLEVATYTFLQQLCPDSGTIAARAQVCQQAEHSFAGMPCGIMDQFISLMGQKGHALLIDCRSLETSLVPLSDPKLAVLITNSNVRHSLASSEYPVRRRQCEEVARALGKESLREVQLEELEAARDLVSKEGFRRARHVVGEIRRTAQAAAALRRGDYRAFGRLMVESHRSLRDDYEVSCPELDQLVEAALAVPGVYGSRMTGGGFGGCTVTLLEASAAPHAMRHIQEHYGGTATFYLSQAADGAKVLCL. The pIC50 is 4.7.